This data is from Forward reaction prediction with 1.9M reactions from USPTO patents (1976-2016). The task is: Predict the product of the given reaction. (1) Given the reactants [C:1]([N:4]1[C:13]2[C:8](=[CH:9][C:10]([C:14]3[CH:15]=[CH:16][C:17]([C:20]([O:22]C)=[O:21])=[N:18][CH:19]=3)=[CH:11][CH:12]=2)[C@H:7]([NH:24][C:25]2[CH:30]=[CH:29][C:28]([C:31]#[N:32])=[CH:27][N:26]=2)[CH2:6][C@@H:5]1[CH3:33])(=[O:3])[CH3:2].O.[OH-].[Li+].C(O)(=O)C, predict the reaction product. The product is: [C:1]([N:4]1[C:13]2[C:8](=[CH:9][C:10]([C:14]3[CH:15]=[CH:16][C:17]([C:20]([OH:22])=[O:21])=[N:18][CH:19]=3)=[CH:11][CH:12]=2)[C@H:7]([NH:24][C:25]2[CH:30]=[CH:29][C:28]([C:31]#[N:32])=[CH:27][N:26]=2)[CH2:6][C@@H:5]1[CH3:33])(=[O:3])[CH3:2]. (2) Given the reactants [CH2:1]([O:7][C:8]1[CH:13]=[CH:12][C:11]([C:14]#[C:15][Si](C)(C)C)=[CH:10][CH:9]=1)[CH2:2][CH2:3][CH2:4][CH2:5][CH3:6].C1COCC1.C([O-])([O-])=O.[K+].[K+], predict the reaction product. The product is: [C:14]([C:11]1[CH:12]=[CH:13][C:8]([O:7][CH2:1][CH2:2][CH2:3][CH2:4][CH2:5][CH3:6])=[CH:9][CH:10]=1)#[CH:15]. (3) Given the reactants [F-].[K+].[N+](C1C=CC=C([N+]([O-])=O)[C:7]=1[C:8]([OH:10])=[O:9])([O-])=O.[CH2:18]1OCCOCCOCCOCCOCC[O:20][CH2:19]1.[Fe:36], predict the reaction product. The product is: [Fe:36].[CH3:18][C:19]([O:10][C:8]([CH3:7])=[O:9])=[O:20].[CH3:7][C:8]([OH:10])=[O:9]. (4) Given the reactants COC1C=CC(C[N:8](CC2C=CC(OC)=CC=2)[C:9]2[N:14]=[CH:13][C:12]([C:15]3[C:16]4[CH2:29][CH2:28][N:27]([C:30]5[CH:38]=[CH:37][C:33]([C:34](O)=[O:35])=[CH:32][CH:31]=5)[C:17]=4[N:18]=[C:19]([N:21]4[CH2:26][CH2:25][O:24][CH2:23][CH2:22]4)[N:20]=3)=[CH:11][N:10]=2)=CC=1.[CH3:50][N:51]([CH3:55])[CH2:52][CH2:53][NH2:54], predict the reaction product. The product is: [NH2:8][C:9]1[N:14]=[CH:13][C:12]([C:15]2[C:16]3[CH2:29][CH2:28][N:27]([C:30]4[CH:38]=[CH:37][C:33]([C:34]([NH:54][CH2:53][CH2:52][N:51]([CH3:55])[CH3:50])=[O:35])=[CH:32][CH:31]=4)[C:17]=3[N:18]=[C:19]([N:21]3[CH2:22][CH2:23][O:24][CH2:25][CH2:26]3)[N:20]=2)=[CH:11][N:10]=1. (5) Given the reactants [C:1]([C:5]1[NH:9][C:8]([C:10]2[N:15]=[C:14]3[N:16]([C@H:20]([CH3:25])[C:21]([CH3:24])([CH3:23])[CH3:22])[C:17]([NH2:19])=[N:18][C:13]3=[CH:12][CH:11]=2)=[C:7]([C:26]2[CH:31]=[CH:30][C:29]([F:32])=[CH:28][CH:27]=2)[N:6]=1)([CH3:4])([CH3:3])[CH3:2].[CH3:33][S:34]([OH:37])(=[O:36])=[O:35], predict the reaction product. The product is: [CH3:33][S:34]([OH:37])(=[O:36])=[O:35].[C:1]([C:5]1[NH:9][C:8]([C:10]2[N:15]=[C:14]3[N:16]([C@H:20]([CH3:25])[C:21]([CH3:24])([CH3:22])[CH3:23])[C:17]([NH2:19])=[N:18][C:13]3=[CH:12][CH:11]=2)=[C:7]([C:26]2[CH:27]=[CH:28][C:29]([F:32])=[CH:30][CH:31]=2)[N:6]=1)([CH3:2])([CH3:3])[CH3:4]. (6) Given the reactants [C:1]([O:5][C:6]([C:8]([CH3:23])([O:10][C:11]1[CH:16]=[CH:15][C:14]([CH2:17][CH2:18][CH2:19][C:20](O)=[O:21])=[CH:13][CH:12]=1)[CH3:9])=[O:7])([CH3:4])([CH3:3])[CH3:2].[F:24][C:25]([F:40])([F:39])[C:26]1[CH:31]=[CH:30][C:29]([C:32]2[CH:37]=[CH:36][CH:35]=[C:34]([NH2:38])[CH:33]=2)=[CH:28][CH:27]=1, predict the reaction product. The product is: [C:1]([O:5][C:6](=[O:7])[C:8]([CH3:9])([O:10][C:11]1[CH:16]=[CH:15][C:14]([CH2:17][CH2:18][CH2:19][C:20](=[O:21])[NH:38][C:34]2[CH:33]=[C:32]([C:29]3[CH:28]=[CH:27][C:26]([C:25]([F:39])([F:40])[F:24])=[CH:31][CH:30]=3)[CH:37]=[CH:36][CH:35]=2)=[CH:13][CH:12]=1)[CH3:23])([CH3:3])([CH3:2])[CH3:4].